Dataset: NCI-60 drug combinations with 297,098 pairs across 59 cell lines. Task: Regression. Given two drug SMILES strings and cell line genomic features, predict the synergy score measuring deviation from expected non-interaction effect. (1) Drug 1: C1CCN(CC1)CCOC2=CC=C(C=C2)C(=O)C3=C(SC4=C3C=CC(=C4)O)C5=CC=C(C=C5)O. Drug 2: C1=NC2=C(N1)C(=S)N=C(N2)N. Cell line: CCRF-CEM. Synergy scores: CSS=35.8, Synergy_ZIP=1.54, Synergy_Bliss=-3.31, Synergy_Loewe=-13.8, Synergy_HSA=-4.98. (2) Drug 1: C1CN1P(=S)(N2CC2)N3CC3. Drug 2: N.N.Cl[Pt+2]Cl. Cell line: SN12C. Synergy scores: CSS=17.7, Synergy_ZIP=-9.06, Synergy_Bliss=3.81, Synergy_Loewe=-9.86, Synergy_HSA=2.00.